Dataset: NCI-60 drug combinations with 297,098 pairs across 59 cell lines. Task: Regression. Given two drug SMILES strings and cell line genomic features, predict the synergy score measuring deviation from expected non-interaction effect. (1) Drug 1: COC1=NC(=NC2=C1N=CN2C3C(C(C(O3)CO)O)O)N. Drug 2: CCN(CC)CCNC(=O)C1=C(NC(=C1C)C=C2C3=C(C=CC(=C3)F)NC2=O)C. Cell line: BT-549. Synergy scores: CSS=-3.65, Synergy_ZIP=4.62, Synergy_Bliss=3.99, Synergy_Loewe=-2.33, Synergy_HSA=-2.72. (2) Drug 1: CN(C)C1=NC(=NC(=N1)N(C)C)N(C)C. Drug 2: CC1CCC2CC(C(=CC=CC=CC(CC(C(=O)C(C(C(=CC(C(=O)CC(OC(=O)C3CCCCN3C(=O)C(=O)C1(O2)O)C(C)CC4CCC(C(C4)OC)OCCO)C)C)O)OC)C)C)C)OC. Cell line: NCI-H226. Synergy scores: CSS=9.16, Synergy_ZIP=-3.85, Synergy_Bliss=1.82, Synergy_Loewe=-10.2, Synergy_HSA=-0.401. (3) Drug 1: CS(=O)(=O)OCCCCOS(=O)(=O)C. Drug 2: B(C(CC(C)C)NC(=O)C(CC1=CC=CC=C1)NC(=O)C2=NC=CN=C2)(O)O. Cell line: NCI-H522. Synergy scores: CSS=42.1, Synergy_ZIP=-2.01, Synergy_Bliss=1.55, Synergy_Loewe=1.25, Synergy_HSA=1.42. (4) Drug 1: CCC1=CC2CC(C3=C(CN(C2)C1)C4=CC=CC=C4N3)(C5=C(C=C6C(=C5)C78CCN9C7C(C=CC9)(C(C(C8N6C)(C(=O)OC)O)OC(=O)C)CC)OC)C(=O)OC.C(C(C(=O)O)O)(C(=O)O)O. Drug 2: CC12CCC3C(C1CCC2O)C(CC4=C3C=CC(=C4)O)CCCCCCCCCS(=O)CCCC(C(F)(F)F)(F)F. Cell line: UO-31. Synergy scores: CSS=11.3, Synergy_ZIP=-3.06, Synergy_Bliss=-0.0329, Synergy_Loewe=1.53, Synergy_HSA=1.53. (5) Drug 1: CCCCCOC(=O)NC1=NC(=O)N(C=C1F)C2C(C(C(O2)C)O)O. Drug 2: C1=NC(=NC(=O)N1C2C(C(C(O2)CO)O)O)N. Cell line: MDA-MB-231. Synergy scores: CSS=3.70, Synergy_ZIP=-4.89, Synergy_Bliss=-7.74, Synergy_Loewe=-8.70, Synergy_HSA=-7.22. (6) Drug 1: CCC1(CC2CC(C3=C(CCN(C2)C1)C4=CC=CC=C4N3)(C5=C(C=C6C(=C5)C78CCN9C7C(C=CC9)(C(C(C8N6C=O)(C(=O)OC)O)OC(=O)C)CC)OC)C(=O)OC)O.OS(=O)(=O)O. Drug 2: CCCCCOC(=O)NC1=NC(=O)N(C=C1F)C2C(C(C(O2)C)O)O. Cell line: A549. Synergy scores: CSS=-1.17, Synergy_ZIP=2.38, Synergy_Bliss=4.71, Synergy_Loewe=-1.56, Synergy_HSA=-0.0857.